This data is from Full USPTO retrosynthesis dataset with 1.9M reactions from patents (1976-2016). The task is: Predict the reactants needed to synthesize the given product. (1) Given the product [F:1][C:2]1[CH:10]=[C:9]([F:11])[CH:8]=[C:7]2[C:3]=1[CH2:4][C@@H:5]([OH:31])[C@@H:6]2[N:12]1[C:20]2[CH2:19][CH2:18][NH:17][CH2:16][C:15]=2[C:14]([C:24]2[CH:29]=[CH:28][C:27]([F:30])=[CH:26][CH:25]=2)=[N:13]1, predict the reactants needed to synthesize it. The reactants are: [F:1][C:2]1[CH:10]=[C:9]([F:11])[CH:8]=[C:7]2[C:3]=1[CH2:4][C@@H:5]([OH:31])[C@@H:6]2[N:12]1[C:20]2[CH2:19][CH2:18][N:17](C(C)C)[CH2:16][C:15]=2[C:14]([C:24]2[CH:29]=[CH:28][C:27]([F:30])=[CH:26][CH:25]=2)=[N:13]1.Cl. (2) Given the product [C:3]1([CH:9]2[CH2:14][CH:10]2[C:11](=[O:13])[CH3:12])[CH:8]=[CH:7][CH:6]=[CH:5][CH:4]=1, predict the reactants needed to synthesize it. The reactants are: [H-].[Na+].[C:3]1([CH:9]=[CH:10][C:11](=[O:13])[CH3:12])[CH:8]=[CH:7][CH:6]=[CH:5][CH:4]=1.[CH3:14]S(C)=O.